This data is from Full USPTO retrosynthesis dataset with 1.9M reactions from patents (1976-2016). The task is: Predict the reactants needed to synthesize the given product. (1) Given the product [CH:30]([N:33]([CH:34]([CH3:36])[CH3:35])[P:37]1[O:9][C@H:8]2[C@:4]([OH:3])([CH3:20])[C@H:5]([N:12]3[CH:17]=[CH:16][C:15](=[O:18])[NH:14][C:13]3=[O:19])[O:6][C@@H:7]2[CH2:10][O:11]1)([CH3:32])[CH3:31], predict the reactants needed to synthesize it. The reactants are: N#N.[OH:3][C@:4]1([CH3:20])[C@H:8]([OH:9])[C@@H:7]([CH2:10][OH:11])[O:6][C@H:5]1[N:12]1[CH:17]=[CH:16][C:15](=[O:18])[NH:14][C:13]1=[O:19].C(N(CC)C(C)C)(C)C.[CH:30]([N:33]([P:37](N(C(C)C)C(C)C)Cl)[CH:34]([CH3:36])[CH3:35])([CH3:32])[CH3:31]. (2) Given the product [Br:1][C:2]1[CH:7]=[CH:6][C:5]([C:8]2[N:9]([CH2:14][C@@H:15]3[CH2:19][CH2:18][N:17]([C:23]([CH:20]4[CH2:22][CH2:21]4)=[O:24])[CH2:16]3)[C:10](=[O:13])[NH:11][N:12]=2)=[CH:4][CH:3]=1, predict the reactants needed to synthesize it. The reactants are: [Br:1][C:2]1[CH:7]=[CH:6][C:5]([C:8]2[N:9]([CH2:14][C@@H:15]3[CH2:19][CH2:18][NH:17][CH2:16]3)[C:10](=[O:13])[NH:11][N:12]=2)=[CH:4][CH:3]=1.[CH:20]1([C:23](Cl)=[O:24])[CH2:22][CH2:21]1.CCN(C(C)C)C(C)C. (3) Given the product [Br:30][CH2:3][C:4]([C:6]1[CH:15]=[CH:14][CH:13]=[C:12]2[C:7]=1[CH2:8][CH2:9][N:10]1[C:20](=[O:21])[CH2:19][NH:18][C:17](=[O:22])[CH:16]=[C:11]12)=[O:5], predict the reactants needed to synthesize it. The reactants are: C([O:3][C:4]([C:6]1[CH:15]=[CH:14][CH:13]=[C:12]2[C:7]=1[CH2:8][CH2:9][N:10]1[C:20](=[O:21])[CH2:19][NH:18][C:17](=[O:22])[CH:16]=[C:11]12)=[CH2:5])C.C1C(=O)N([Br:30])C(=O)C1.CCOC(C)=O. (4) Given the product [F:25][C:22]1[CH:23]=[CH:24][C:19]([C:17]2[N:16]=[C:9]([CH3:8])[N:4]=[C:11]([C:10]#[N:7])[CH:18]=2)=[CH:20][CH:21]=1, predict the reactants needed to synthesize it. The reactants are: [C-]#N.[Na+].[N:4]12[CH2:11][CH2:10][N:7]([CH2:8][CH2:9]1)CC2.ClC1[CH:18]=[C:17]([C:19]2[CH:24]=[CH:23][C:22]([F:25])=[CH:21][CH:20]=2)[N:16]=C(C)N=1. (5) Given the product [CH:27]12[CH2:28][CH:29]1[CH2:30][CH2:31][C@H:25]([C:23]([NH:22][C:19]1([C:16]3[CH:15]=[CH:14][C:13]([C:11]([O:10][CH3:9])=[O:12])=[CH:18][CH:17]=3)[CH2:20][CH2:21]1)=[O:24])[NH:26]2, predict the reactants needed to synthesize it. The reactants are: C(=O)(OC(C)(C)C)N.[CH3:9][O:10][C:11]([C:13]1[CH:18]=[CH:17][C:16]([C:19]2([NH:22][C:23]([C@H:25]3[CH2:31][CH2:30][CH:29]4[CH:27]([CH2:28]4)[N:26]3C(OC(C)(C)C)=O)=[O:24])[CH2:21][CH2:20]2)=[CH:15][CH:14]=1)=[O:12]. (6) Given the product [CH3:15][CH:14]([C@H:4]1[NH:5][CH2:6][C@H:2]([OH:1])[CH2:3]1)[CH3:16].[C:19]([OH:21])([C:18]([F:23])([F:22])[F:17])=[O:20], predict the reactants needed to synthesize it. The reactants are: [OH:1][C@H:2]1[CH2:6][N:5](C(OC(C)(C)C)=O)[C@H:4]([CH:14]([CH3:16])[CH3:15])[CH2:3]1.[F:17][C:18]([F:23])([F:22])[C:19]([OH:21])=[O:20]. (7) Given the product [CH3:28][O:27][C:24]1[CH:25]=[C:26]2[C:21](=[CH:22][C:23]=1[O:29][CH3:30])[N:20]=[CH:19][N:32]=[C:17]2[S:8][C:5]1[CH:6]=[CH:7][C:2]([NH2:1])=[C:3]([F:9])[CH:4]=1, predict the reactants needed to synthesize it. The reactants are: [NH2:1][C:2]1[CH:7]=[CH:6][C:5]([SH:8])=[CH:4][C:3]=1[F:9].C([O-])([O-])=O.[K+].[K+].Cl[C:17]1[C:26]2[C:21](=[CH:22][C:23]([O:29][CH3:30])=[C:24]([O:27][CH3:28])[CH:25]=2)[N:20]=[CH:19]C=1.C[N:32](C=O)C.